From a dataset of Catalyst prediction with 721,799 reactions and 888 catalyst types from USPTO. Predict which catalyst facilitates the given reaction. (1) Reactant: [CH3:1][C:2]1[CH:11]=[CH:10][C:9]2[C:4](=[CH:5][CH:6]=[C:7]([C:12]([F:15])([F:14])[F:13])[CH:8]=2)[N:3]=1.[Se](=O)=[O:17]. Product: [F:14][C:12]([F:13])([F:15])[C:7]1[CH:8]=[C:9]2[C:4](=[CH:5][CH:6]=1)[N:3]=[C:2]([CH:1]=[O:17])[CH:11]=[CH:10]2. The catalyst class is: 12. (2) Product: [OH:8][CH2:9][C@@:10]1([CH3:23])[O:15][CH2:14][CH2:13][N:12]([C:16]([O:18][C:19]([CH3:22])([CH3:21])[CH3:20])=[O:17])[CH2:11]1. Reactant: [Si]([O:8][CH2:9][C@@:10]1([CH3:23])[O:15][CH2:14][CH2:13][N:12]([C:16]([O:18][C:19]([CH3:22])([CH3:21])[CH3:20])=[O:17])[CH2:11]1)(C(C)(C)C)(C)C.CCCC[N+](CCCC)(CCCC)CCCC.[F-].[Cl-].[NH4+]. The catalyst class is: 1. (3) Reactant: [Cl:1][C:2]1[CH:7]=[CH:6][CH:5]=[C:4]([Cl:8])[C:3]=1[C:9]1[C:13]([CH2:14][O:15][C:16]2[CH:17]=[C:18]3[C:22](=[CH:23][CH:24]=2)[NH:21][CH:20]=[C:19]3[CH2:25][C:26]2[CH:27]=[C:28]([CH:33]=[CH:34][CH:35]=2)[C:29]([O:31]C)=[O:30])=[C:12]([CH:36]([CH3:38])[CH3:37])[O:11][N:10]=1.[OH-].[Na+]. Product: [Cl:8][C:4]1[CH:5]=[CH:6][CH:7]=[C:2]([Cl:1])[C:3]=1[C:9]1[C:13]([CH2:14][O:15][C:16]2[CH:17]=[C:18]3[C:22](=[CH:23][CH:24]=2)[NH:21][CH:20]=[C:19]3[CH2:25][C:26]2[CH:27]=[C:28]([CH:33]=[CH:34][CH:35]=2)[C:29]([OH:31])=[O:30])=[C:12]([CH:36]([CH3:38])[CH3:37])[O:11][N:10]=1. The catalyst class is: 83. (4) Reactant: [H-].[Na+].[O:3]=[C:4]1[C:10]2[CH:11]=[C:12]([C:15]([O:17][CH3:18])=[O:16])[CH:13]=[CH:14][C:9]=2[O:8][CH2:7][CH2:6][NH:5]1.Br[CH2:20][C:21]1[CH:26]=[CH:25][C:24]([O:27][CH3:28])=[CH:23][CH:22]=1. Product: [CH3:28][O:27][C:24]1[CH:25]=[CH:26][C:21]([CH2:20][N:5]2[C:4](=[O:3])[C:10]3[CH:11]=[C:12]([C:15]([O:17][CH3:18])=[O:16])[CH:13]=[CH:14][C:9]=3[O:8][CH2:7][CH2:6]2)=[CH:22][CH:23]=1. The catalyst class is: 3. (5) Reactant: [Cl:1][C:2]1[CH:3]=[C:4]([CH2:9][O:10][C:11]2[C:23]([F:24])=[CH:22][C:14]([C:15]([O:17]C(C)(C)C)=[O:16])=[C:13]([F:25])[CH:12]=2)[CH:5]=[N:6][C:7]=1[Cl:8].C(O)(C(F)(F)F)=O. Product: [Cl:1][C:2]1[CH:3]=[C:4]([CH2:9][O:10][C:11]2[C:23]([F:24])=[CH:22][C:14]([C:15]([OH:17])=[O:16])=[C:13]([F:25])[CH:12]=2)[CH:5]=[N:6][C:7]=1[Cl:8]. The catalyst class is: 2. (6) Reactant: [CH3:1][O:2][C:3]1[N:8]=[CH:7][C:6](B(O)O)=[CH:5][CH:4]=1.[NH2:12][C:13]1[CH:22]=[CH:21][CH:20]=[CH:19][C:14]=1[C:15]([O:17][CH3:18])=[O:16].O.O=[CH:25][C:26]([OH:28])=[O:27]. Product: [CH3:18][O:17][C:15]([C:14]1[CH:19]=[CH:20][CH:21]=[CH:22][C:13]=1[NH:12][CH:25]([C:6]1[CH:7]=[N:8][C:3]([O:2][CH3:1])=[CH:4][CH:5]=1)[C:26]([OH:28])=[O:27])=[O:16]. The catalyst class is: 10. (7) Reactant: [F:1][C:2]1[C:7]([NH:8][CH2:9][C:10]2[CH:15]=[C:14]([C:16]3[CH:21]=[CH:20][CH:19]=[C:18]([F:22])[CH:17]=3)[CH:13]=[CH:12][C:11]=2[F:23])=[C:6]([CH3:24])[CH:5]=[CH:4][C:3]=1[OH:25].C([O-])([O-])=O.[Cs+].[Cs+].Br[CH2:33][C:34]([O:36][CH2:37][CH3:38])=[O:35]. Product: [F:1][C:2]1[C:7]([NH:8][CH2:9][C:10]2[CH:15]=[C:14]([C:16]3[CH:21]=[CH:20][CH:19]=[C:18]([F:22])[CH:17]=3)[CH:13]=[CH:12][C:11]=2[F:23])=[C:6]([CH3:24])[CH:5]=[CH:4][C:3]=1[O:25][CH2:33][C:34]([O:36][CH2:37][CH3:38])=[O:35]. The catalyst class is: 3.